This data is from Forward reaction prediction with 1.9M reactions from USPTO patents (1976-2016). The task is: Predict the product of the given reaction. (1) Given the reactants [O:1]=[C:2]1[C:7]2[C:8]([NH:24][C:25]3[CH:30]=[CH:29][C:28]([C:31]([F:34])([F:33])[F:32])=[CH:27][CH:26]=3)=[N:9][N:10]([C:11]3([CH2:21][C:22]#[N:23])[CH2:20][CH2:19][C:14]4(OCC[O:15]4)[CH2:13][CH2:12]3)[C:6]=2[CH:5]=[CH:4][NH:3]1.Cl.C(=O)([O-])[O-].[Na+].[Na+], predict the reaction product. The product is: [O:15]=[C:14]1[CH2:19][CH2:20][C:11]([CH2:21][C:22]#[N:23])([N:10]2[C:6]3[CH:5]=[CH:4][NH:3][C:2](=[O:1])[C:7]=3[C:8]([NH:24][C:25]3[CH:30]=[CH:29][C:28]([C:31]([F:33])([F:34])[F:32])=[CH:27][CH:26]=3)=[N:9]2)[CH2:12][CH2:13]1. (2) Given the reactants [NH2:1][C:2]1[CH:11]=[CH:10][C:9]([CH2:12][CH2:13][CH2:14][CH3:15])=[CH:8][C:3]=1[C:4]([O:6][CH3:7])=[O:5].N1C=CC=CC=1.Cl[S:23]([C:26]1[CH:27]=[C:28]([CH:32]=[CH:33][CH:34]=1)[C:29]([OH:31])=[O:30])(=[O:25])=[O:24], predict the reaction product. The product is: [CH2:12]([C:9]1[CH:10]=[CH:11][C:2]([NH:1][S:23]([C:26]2[CH:27]=[C:28]([CH:32]=[CH:33][CH:34]=2)[C:29]([OH:31])=[O:30])(=[O:25])=[O:24])=[C:3]([C:4]([O:6][CH3:7])=[O:5])[CH:8]=1)[CH2:13][CH2:14][CH3:15]. (3) Given the reactants [CH2:1]([N:4]([CH2:11][CH:12]=[CH2:13])[C:5](=[O:10])[C:6]([F:9])([F:8])[F:7])C=C, predict the reaction product. The product is: [N:4]1([C:5](=[O:10])[C:6]([F:7])([F:8])[F:9])[CH2:1][CH:13]=[CH:12][CH2:11]1. (4) Given the reactants [CH:1]1([N:7]([CH2:23][CH2:24][NH:25][CH2:26][C@@H:27](O)[C:28]2[C:33]3[O:34][CH2:35][C:36](=O)[NH:37][C:32]=3[CH:31]=[CH:30]C=2)[C:8](=[O:22])[CH2:9][CH2:10][NH:11][CH2:12][CH2:13][C:14]2[CH:19]=[CH:18][C:17](Cl)=[C:16](Cl)[CH:15]=2)[CH2:6][CH2:5][CH2:4][CH2:3][CH2:2]1.C1(CCN)C=CC=CC=1.ClC1C=C(CCN)C=CC=1Cl, predict the reaction product. The product is: [CH:1]1([N:7]([CH2:23][CH2:24][N:25]2[CH2:26][CH2:27][C@H:28]2[CH2:33][O:34][C:35]2[CH:36]=[N:37][CH:32]=[CH:31][CH:30]=2)[C:8](=[O:22])[CH2:9][CH2:10][NH:11][CH2:12][CH2:13][C:14]2[CH:15]=[CH:16][CH:17]=[CH:18][CH:19]=2)[CH2:2][CH2:3][CH2:4][CH2:5][CH2:6]1.